From a dataset of Forward reaction prediction with 1.9M reactions from USPTO patents (1976-2016). Predict the product of the given reaction. Given the reactants [C:1]([O:4][CH2:5][C:6]([CH3:19])([CH3:18])[CH2:7][O:8][C:9]1[CH:14]=[CH:13][CH:12]=[C:11]([NH2:15])[C:10]=1[C:16]#[N:17])(=[O:3])[CH3:2].[S:20](Cl)(=[O:23])(=[O:22])[NH2:21], predict the reaction product. The product is: [C:1]([O:4][CH2:5][C:6]([CH3:19])([CH3:18])[CH2:7][O:8][C:9]1[CH:14]=[CH:13][CH:12]=[C:11]([NH:15][S:20](=[O:23])(=[O:22])[NH2:21])[C:10]=1[C:16]#[N:17])(=[O:3])[CH3:2].